From a dataset of Catalyst prediction with 721,799 reactions and 888 catalyst types from USPTO. Predict which catalyst facilitates the given reaction. (1) Reactant: [CH3:1][O:2][C:3]1[CH:4]=[C:5]([CH2:11][CH2:12][NH2:13])[CH:6]=[CH:7][C:8]=1[O:9][CH3:10].F[C:15]1[CH:20]=[CH:19][CH:18]=[CH:17][C:16]=1[N+:21]([O-:23])=[O:22].CCN(CC)CC. Product: [CH3:1][O:2][C:3]1[CH:4]=[C:5]([CH:6]=[CH:7][C:8]=1[O:9][CH3:10])[CH2:11][CH2:12][NH:13][C:15]1[CH:20]=[CH:19][CH:18]=[CH:17][C:16]=1[N+:21]([O-:23])=[O:22]. The catalyst class is: 3. (2) Reactant: C(=O)(OC)[O:2][C:3]1[CH:8]=[C:7]([N+:9]([O-:11])=[O:10])[C:6]([F:12])=[CH:5][C:4]=1[Br:13].[OH-].[K+].Cl. Product: [Br:13][C:4]1[CH:5]=[C:6]([F:12])[C:7]([N+:9]([O-:11])=[O:10])=[CH:8][C:3]=1[OH:2]. The catalyst class is: 5. (3) The catalyst class is: 62. Reactant: [CH3:1][C:2]1([CH3:17])[C:10]2[C:5](=[CH:6][C:7]([N:11]3[CH2:16][CH2:15][O:14][CH2:13][CH2:12]3)=[CH:8][CH:9]=2)[NH:4][CH2:3]1.Cl[C:19]1[C:28]2[C:23](=[CH:24][CH:25]=[C:26]([Cl:29])[CH:27]=2)[N:22]=[C:21]([CH3:30])[C:20]=1[CH2:31][CH3:32].C(=O)([O-])[O-].[Cs+].[Cs+].C1C=CC(P(C2C(C3C(P(C4C=CC=CC=4)C4C=CC=CC=4)=CC=C4C=3C=CC=C4)=C3C(C=CC=C3)=CC=2)C2C=CC=CC=2)=CC=1. Product: [Cl:29][C:26]1[CH:27]=[C:28]2[C:23](=[CH:24][CH:25]=1)[N:22]=[C:21]([CH3:30])[C:20]([CH2:31][CH3:32])=[C:19]2[N:4]1[C:5]2[C:10](=[CH:9][CH:8]=[C:7]([N:11]3[CH2:16][CH2:15][O:14][CH2:13][CH2:12]3)[CH:6]=2)[C:2]([CH3:17])([CH3:1])[CH2:3]1.